Dataset: Plasma protein binding rate (PPBR) regression data from AstraZeneca. Task: Regression/Classification. Given a drug SMILES string, predict its absorption, distribution, metabolism, or excretion properties. Task type varies by dataset: regression for continuous measurements (e.g., permeability, clearance, half-life) or binary classification for categorical outcomes (e.g., BBB penetration, CYP inhibition). For this dataset (ppbr_az), we predict Y. (1) The molecule is COc1ccc(-c2nc3c(NCCCNC(C)=O)c(Br)cnc3[nH]2)cc1. The Y is 97.4 %. (2) The drug is CN1CCCC1CCNC(=O)c1ccc(Nc2ncc3cc(-c4ccncc4)ccc3n2)cc1. The Y is 99.2 %. (3) The drug is CC(C)(C)NS(=O)(=O)c1cncc(-c2ccc3nc(N)nn3c2)c1. The Y is 62.9 %. (4) The drug is Cc1ccc(-c2cn(C)cn2)cc1NC(=O)c1ccc(OCc2ccccn2)cc1. The Y is 90.5 %. (5) The drug is CCCC[C@H](NC(C)=O)C(=O)N[C@H]1CC(=O)NCCCC[C@@H](C(N)=O)NC(=O)[C@H](Cc2c[nH]c3ccccc23)NC(=O)[C@H](CCCNC(=N)N)NC(=O)[C@@H](Cc2ccccc2)NC(=O)[C@H](Cc2cnc[nH]2)NC1=O. The Y is 55.7 %. (6) The drug is O=C(NCc1cccc(OC(F)(F)F)c1)C1c2ccccc2C(=O)N1CCc1ncc(F)cn1. The Y is 95.5 %.